Dataset: Full USPTO retrosynthesis dataset with 1.9M reactions from patents (1976-2016). Task: Predict the reactants needed to synthesize the given product. (1) Given the product [C:1]([O:5][C:6](=[O:11])[NH:7][CH2:8][CH2:9][NH:10][C:39](=[O:40])[CH2:38][CH2:37][C:15]1[C:16]([CH3:36])=[CH:17][C:18]([C:20]2[N:24]=[C:23]([C:25]3[CH:30]=[C:29]([CH3:31])[C:28]([CH2:32][CH:33]([CH3:34])[CH3:35])=[CH:27][N:26]=3)[O:22][N:21]=2)=[CH:19][C:14]=1[CH2:12][CH3:13])([CH3:4])([CH3:2])[CH3:3], predict the reactants needed to synthesize it. The reactants are: [C:1]([O:5][C:6](=[O:11])[NH:7][CH2:8][CH2:9][NH2:10])([CH3:4])([CH3:3])[CH3:2].[CH2:12]([C:14]1[CH:19]=[C:18]([C:20]2[N:24]=[C:23]([C:25]3[CH:30]=[C:29]([CH3:31])[C:28]([CH2:32][CH:33]([CH3:35])[CH3:34])=[CH:27][N:26]=3)[O:22][N:21]=2)[CH:17]=[C:16]([CH3:36])[C:15]=1[CH2:37][CH2:38][C:39](O)=[O:40])[CH3:13]. (2) Given the product [F:19][C:16]1[CH:17]=[C:18]2[C:13]([C:12]([C:20]3[CH:29]=[CH:28][C:23]4[N:24]=[C:25]([NH:27][S:31]([CH3:30])(=[O:33])=[O:32])[O:26][C:22]=4[CH:21]=3)=[CH:11][N:10]2[S:7]([C:1]2[CH:2]=[CH:3][CH:4]=[CH:5][CH:6]=2)(=[O:9])=[O:8])=[CH:14][CH:15]=1, predict the reactants needed to synthesize it. The reactants are: [C:1]1([S:7]([N:10]2[C:18]3[C:13](=[CH:14][CH:15]=[C:16]([F:19])[CH:17]=3)[C:12]([C:20]3[CH:29]=[CH:28][C:23]4[N:24]=[C:25]([NH2:27])[O:26][C:22]=4[CH:21]=3)=[CH:11]2)(=[O:9])=[O:8])[CH:6]=[CH:5][CH:4]=[CH:3][CH:2]=1.[CH3:30][S:31](Cl)(=[O:33])=[O:32]. (3) Given the product [OH:4][CH2:3][CH2:2][NH:1][C:11](=[O:12])[O:13][C:14]([CH3:17])([CH3:16])[CH3:15], predict the reactants needed to synthesize it. The reactants are: [NH2:1][CH2:2][CH2:3][OH:4].C(=O)([O-])[O-].[Na+].[Na+].[C:11](O[C:11]([O:13][C:14]([CH3:17])([CH3:16])[CH3:15])=[O:12])([O:13][C:14]([CH3:17])([CH3:16])[CH3:15])=[O:12]. (4) Given the product [O:26]1[CH2:31][CH2:30][C:29](=[CH:8][C:9]([O:11][CH2:12][CH3:13])=[O:10])[CH2:28][CH2:27]1, predict the reactants needed to synthesize it. The reactants are: C1(P(C2C=CC=CC=2)(C2C=CC=CC=2)=[CH:8][C:9]([O:11][CH2:12][CH3:13])=[O:10])C=CC=CC=1.[O:26]1[CH2:31][CH2:30][C:29](=O)[CH2:28][CH2:27]1. (5) Given the product [OH:24][C:23]1[C:22]2[C:17](=[CH:18][CH:19]=[CH:20][CH:21]=2)[N:16]([CH2:25][CH2:26][CH:27]([CH3:29])[CH3:28])[C:15](=[O:30])[C:14]=1[C:9]1[NH:8][C:7]2[CH:31]=[CH:32][C:4]([C:2]([NH2:3])=[O:1])=[CH:5][C:6]=2[S:11](=[O:12])(=[O:13])[N:10]=1, predict the reactants needed to synthesize it. The reactants are: [OH2:1].[C:2]([C:4]1[CH:32]=[CH:31][C:7]2[N:8]=[C:9]([C:14]3[C:15](=[O:30])[N:16]([CH2:25][CH2:26][CH:27]([CH3:29])[CH3:28])[C:17]4[C:22]([C:23]=3[OH:24])=[CH:21][CH:20]=[CH:19][CH:18]=4)[NH:10][S:11](=[O:13])(=[O:12])[C:6]=2[CH:5]=1)#[N:3].